From a dataset of Forward reaction prediction with 1.9M reactions from USPTO patents (1976-2016). Predict the product of the given reaction. Given the reactants [N:1]([C:10]([O:12][C:13]([CH3:16])([CH3:15])[CH3:14])=[O:11])=[N:2][C:3]([O:5][C:6]([CH3:9])([CH3:8])[CH3:7])=[O:4].[C:17]1([SiH3])[CH:22]=[CH:21][CH:20]=[CH:19]C=1.C1C23CC12C3, predict the reaction product. The product is: [C:20]12([N:1]([C:10]([O:12][C:13]([CH3:16])([CH3:15])[CH3:14])=[O:11])[NH:2][C:3]([O:5][C:6]([CH3:7])([CH3:8])[CH3:9])=[O:4])[CH2:19][CH:22]([CH2:21]1)[CH2:17]2.